This data is from Forward reaction prediction with 1.9M reactions from USPTO patents (1976-2016). The task is: Predict the product of the given reaction. (1) Given the reactants [F:1][C:2]1[CH:7]=[C:6]([N+:8]([O-:10])=[O:9])[C:5]([CH:11](C(OC)=O)[C:12]([O:14][CH3:15])=[O:13])=[C:4]([N+:20]([O-:22])=[O:21])[CH:3]=1.[Cl-].[Li+], predict the reaction product. The product is: [F:1][C:2]1[CH:3]=[C:4]([N+:20]([O-:22])=[O:21])[C:5]([CH2:11][C:12]([O:14][CH3:15])=[O:13])=[C:6]([N+:8]([O-:10])=[O:9])[CH:7]=1. (2) Given the reactants N[C@H]1CCCC[C@H]1C(NCCC#N)=O.N1C=CC=CC=1.F[S:22]([C:25]1[CH:33]=[CH:32][C:28]([C:29](Cl)=[O:30])=[CH:27][CH:26]=1)(=[O:24])=[O:23].[C:34]([CH2:36][NH:37][C:38]([C@@H:40]1[CH2:45][CH2:44][CH2:43][CH2:42][C@@H:41]1[NH:46]C(=O)C1C=CC(F)=CC=1)=[O:39])#[N:35].C(N(CC)CC)C.[N:63]1[CH:68]=[CH:67][C:66]([CH2:69][NH2:70])=[CH:65][CH:64]=1, predict the reaction product. The product is: [C:34]([CH2:36][NH:37][C:38]([C@@H:40]1[CH2:45][CH2:44][CH2:43][CH2:42][C@@H:41]1[NH:46][C:29](=[O:30])[C:28]1[CH:32]=[CH:33][C:25]([S:22]([NH:70][CH2:69][C:66]2[CH:67]=[CH:68][N:63]=[CH:64][CH:65]=2)(=[O:24])=[O:23])=[CH:26][CH:27]=1)=[O:39])#[N:35]. (3) Given the reactants [OH-].NN.Br[C:5]1[CH:10]=[C:9]([F:11])[C:8]([C:12]([F:27])([F:26])[O:13][C:14]2[CH:15]=[C:16]([F:25])[C:17]([C:21]([F:24])([F:23])[F:22])=[C:18]([F:20])[CH:19]=2)=[C:7]([F:28])[CH:6]=1.B([O-])=O.[Na+].[CH2:33]([CH:35]1[CH2:40][CH2:39][CH:38]([C:41]2[CH:46]=[CH:45][C:44](B(O)O)=[C:43]([F:50])[CH:42]=2)[CH2:37][CH2:36]1)[CH3:34], predict the reaction product. The product is: [F:20][C:18]1[CH:19]=[C:14]([CH:15]=[C:16]([F:25])[C:17]=1[C:21]([F:24])([F:23])[F:22])[O:13][C:12]([F:27])([F:26])[C:8]1[C:9]([F:11])=[CH:10][C:5]([C:44]2[CH:45]=[CH:46][C:41]([CH:38]3[CH2:37][CH2:36][CH:35]([CH2:33][CH3:34])[CH2:40][CH2:39]3)=[CH:42][C:43]=2[F:50])=[CH:6][C:7]=1[F:28]. (4) Given the reactants [CH3:1][O:2][CH2:3][CH2:4][O:5][C:6]1[CH:11]=[CH:10][CH:9]=[CH:8][C:7]=1[C:12]1[N:17]=[C:16]([CH3:18])[NH:15][C:14](=O)[CH:13]=1.N.O=P(Cl)(Cl)[Cl:23], predict the reaction product. The product is: [Cl:23][C:14]1[CH:13]=[C:12]([C:7]2[CH:8]=[CH:9][CH:10]=[CH:11][C:6]=2[O:5][CH2:4][CH2:3][O:2][CH3:1])[N:17]=[C:16]([CH3:18])[N:15]=1. (5) Given the reactants C(OC(=O)[NH:7][C:8]([CH3:40])([CH3:39])[CH2:9][N:10]1[CH:14]=[C:13]([C:15]2[CH:38]=[CH:37][C:18]3[C:19]4[N:20]=[C:21]([C:27]5[N:28]([CH2:32][C:33]([F:36])([F:35])[F:34])[N:29]=[CH:30][N:31]=5)[S:22][C:23]=4[CH2:24][CH2:25][O:26][C:17]=3[CH:16]=2)[CH:12]=[N:11]1)(C)(C)C.C(Cl)Cl.FC(F)(F)C(O)=O.C(=O)=O, predict the reaction product. The product is: [CH3:40][C:8]([NH2:7])([CH3:39])[CH2:9][N:10]1[CH:14]=[C:13]([C:15]2[CH:38]=[CH:37][C:18]3[C:19]4[N:20]=[C:21]([C:27]5[N:28]([CH2:32][C:33]([F:36])([F:35])[F:34])[N:29]=[CH:30][N:31]=5)[S:22][C:23]=4[CH2:24][CH2:25][O:26][C:17]=3[CH:16]=2)[CH:12]=[N:11]1. (6) Given the reactants [CH:1]([C:4]1[CH:9]=[CH:8][C:7]([C:10]2[C:19]3[C:14](=[CH:15][CH:16]=[C:17]([O:20][CH2:21][C:22]#[CH:23])[CH:18]=3)[N:13]=[C:12]([C:24](O)=[O:25])[N:11]=2)=[CH:6][CH:5]=1)([CH3:3])[CH3:2].[NH2:27][C:28]1[CH:33]=[CH:32][C:31]([Cl:34])=[CH:30][C:29]=1O.F[P-](F)(F)(F)(F)F.N1(O[P+](N(C)C)(N(C)C)N(C)C)C2C=CC=CC=2N=N1.C(N(C(C)C)C(C)C)C.[OH-].[Na+], predict the reaction product. The product is: [Cl:34][C:31]1[CH:32]=[CH:33][C:28]2[N:27]=[C:24]([C:12]3[N:11]=[C:10]([C:7]4[CH:8]=[CH:9][C:4]([CH:1]([CH3:2])[CH3:3])=[CH:5][CH:6]=4)[C:19]4[C:14](=[CH:15][CH:16]=[C:17]([O:20][CH2:21][C:22]#[CH:23])[CH:18]=4)[N:13]=3)[O:25][C:29]=2[CH:30]=1. (7) Given the reactants [NH2:1][C:2]1[C:3]([Cl:33])=[C:4]([N:10]2[CH2:15][CH2:14][C@@H:13]([N:16](C)[C:17](=O)OC(C)(C)C)[C@H:12]([O:25][Si:26]([C:29]([CH3:32])([CH3:31])[CH3:30])([CH3:28])[CH3:27])[CH2:11]2)[CH:5]=[C:6]([C:8]#[N:9])[CH:7]=1.C(O)(C(F)(F)F)=O, predict the reaction product. The product is: [NH2:1][C:2]1[CH:7]=[C:6]([CH:5]=[C:4]([N:10]2[CH2:15][CH2:14][C@@H:13]([NH:16][CH3:17])[C@H:12]([O:25][Si:26]([C:29]([CH3:32])([CH3:31])[CH3:30])([CH3:28])[CH3:27])[CH2:11]2)[C:3]=1[Cl:33])[C:8]#[N:9]. (8) Given the reactants C(OC([NH:8][C:9]1([C:39]([OH:41])=[O:40])[CH2:14][CH2:13][N:12]([C:15]([C:17]2[CH:18]=[N:19][N:20]3[CH:25]=[CH:24][C:23]([N:26]4[CH2:30][CH2:29][CH2:28][C@@H:27]4[C:31]4[CH:36]=[C:35]([F:37])[CH:34]=[CH:33][C:32]=4[F:38])=[CH:22][C:21]=23)=[O:16])[CH2:11][CH2:10]1)=O)(C)(C)C.[ClH:42], predict the reaction product. The product is: [ClH:42].[NH2:8][C:9]1([C:39]([OH:41])=[O:40])[CH2:14][CH2:13][N:12]([C:15]([C:17]2[CH:18]=[N:19][N:20]3[CH:25]=[CH:24][C:23]([N:26]4[CH2:30][CH2:29][CH2:28][C@@H:27]4[C:31]4[CH:36]=[C:35]([F:37])[CH:34]=[CH:33][C:32]=4[F:38])=[CH:22][C:21]=23)=[O:16])[CH2:11][CH2:10]1.